Dataset: Full USPTO retrosynthesis dataset with 1.9M reactions from patents (1976-2016). Task: Predict the reactants needed to synthesize the given product. Given the product [NH2:27][CH:19]([CH2:20][CH3:21])[CH2:18][NH:17][C:2]1[CH:11]=[C:10]2[C:5]([C:6](=[O:16])[C:7]([C:13]([OH:15])=[O:14])=[CH:8][N:9]2[CH3:12])=[CH:4][CH:3]=1, predict the reactants needed to synthesize it. The reactants are: Cl[C:2]1[CH:11]=[C:10]2[C:5]([C:6](=[O:16])[C:7]([C:13]([OH:15])=[O:14])=[CH:8][N:9]2[CH3:12])=[CH:4][CH:3]=1.[NH2:17][CH2:18][CH2:19][CH2:20][CH2:21]N.C(Cl)Cl.C[N:27]1CCCC1=O.